Dataset: Forward reaction prediction with 1.9M reactions from USPTO patents (1976-2016). Task: Predict the product of the given reaction. (1) Given the reactants [C:1](Cl)(=[O:5])[C:2]([Cl:4])=[O:3].[C:7]([OH:11])([CH3:10])([CH3:9])[CH3:8], predict the reaction product. The product is: [C:7]([O:11][C:1](=[O:5])[C:2]([Cl:4])=[O:3])([CH3:10])([CH3:9])[CH3:8]. (2) Given the reactants C(=O)(O[C:4]([CH3:7])([CH3:6])[CH3:5])N.[N:9]1[CH:14]=[CH:13][CH:12]=[C:11]([CH:15]=O)[CH:10]=1.[CH3:17][C:18](C)([O-:20])[CH3:19].[K+].Cl.[CH:24]1[CH:25]=[CH:26][C:27]2[CH:28]=[C:29]([NH2:34])[CH:30]=CC=2C=1.C(=O)([O-])N.[C:39](O)([C:41](F)(F)F)=O, predict the reaction product. The product is: [NH2:34][C:29]1[C:28]2[C:6](=[CH:24][CH:25]=[CH:26][CH:27]=2)[C:4]([C:5]2[CH:39]=[CH:41][C:17]([CH2:15][C:11]3[CH:10]=[N:9][CH:14]=[CH:13][CH:12]=3)=[C:18]([OH:20])[CH:19]=2)=[CH:7][CH:30]=1. (3) Given the reactants [F:1][C:2]([F:33])([F:32])[C:3]1[CH:27]=[C:26]([C:28]([F:31])([F:30])[F:29])[CH:25]=[CH:24][C:4]=1[CH2:5][N:6]1[C:14]2[C:9](=[CH:10][C:11]([CH:15]=[C:16]3[S:20][C:19](SC)=[N:18][C:17]3=[O:23])=[CH:12][CH:13]=2)[CH:8]=[N:7]1.[NH:34]1[CH2:39][CH2:38][CH:37]([C:40]([NH2:42])=[O:41])[CH2:36][CH2:35]1, predict the reaction product. The product is: [F:33][C:2]([F:1])([F:32])[C:3]1[CH:27]=[C:26]([C:28]([F:29])([F:31])[F:30])[CH:25]=[CH:24][C:4]=1[CH2:5][N:6]1[C:14]2[C:9](=[CH:10][C:11]([CH:15]=[C:16]3[S:20][C:19]([N:34]4[CH2:39][CH2:38][CH:37]([C:40]([NH2:42])=[O:41])[CH2:36][CH2:35]4)=[N:18][C:17]3=[O:23])=[CH:12][CH:13]=2)[CH:8]=[N:7]1.